Dataset: Forward reaction prediction with 1.9M reactions from USPTO patents (1976-2016). Task: Predict the product of the given reaction. (1) The product is: [CH3:3][C:4]1[N:5]=[C:6]2[CH:11]=[CH:10][CH:9]=[CH:8][N:7]2[C:12]=1[CH2:13][OH:14]. Given the reactants [BH4-].[Na+].[CH3:3][C:4]1[N:5]=[C:6]2[CH:11]=[CH:10][CH:9]=[CH:8][N:7]2[C:12]=1[CH:13]=[O:14], predict the reaction product. (2) Given the reactants C[O:2][C:3]1[CH:8]=[CH:7][C:6]([C:9]2[N:10]([CH2:24][CH2:25][CH3:26])[N:11]=[C:12]3[C:17]=2[CH:16]=[CH:15][CH:14]=[C:13]3[C:18]2[CH:23]=[CH:22][CH:21]=[CH:20][CH:19]=2)=[CH:5][CH:4]=1.B(Br)(Br)Br, predict the reaction product. The product is: [C:18]1([C:13]2[C:12]3[C:17](=[C:9]([C:6]4[CH:5]=[CH:4][C:3]([OH:2])=[CH:8][CH:7]=4)[N:10]([CH2:24][CH2:25][CH3:26])[N:11]=3)[CH:16]=[CH:15][CH:14]=2)[CH:19]=[CH:20][CH:21]=[CH:22][CH:23]=1. (3) Given the reactants [F:1][C:2]1[CH:11]=[C:10]([NH:12][C:13]([C:15]2[S:16][C:17]([CH:23]([CH3:25])[CH3:24])=[C:18]([CH:20]([CH3:22])[CH3:21])[CH:19]=2)=[O:14])[CH:9]=[CH:8][C:3]=1[C:4]([O:6]C)=[O:5], predict the reaction product. The product is: [F:1][C:2]1[CH:11]=[C:10]([NH:12][C:13]([C:15]2[S:16][C:17]([CH:23]([CH3:25])[CH3:24])=[C:18]([CH:20]([CH3:21])[CH3:22])[CH:19]=2)=[O:14])[CH:9]=[CH:8][C:3]=1[C:4]([OH:6])=[O:5]. (4) Given the reactants C[OH:2].NC1C=CN=CC=1.[CH2:10]([O:17][CH2:18][C@@H:19]1[O:21][CH2:20]1)[C:11]1[CH:16]=[CH:15][CH:14]=[CH:13][CH:12]=1.[C]=O.C1[CH2:28][O:27][CH2:26]C1, predict the reaction product. The product is: [CH3:26][O:27][C:28](=[O:2])[CH2:20][C@@H:19]([OH:21])[CH2:18][O:17][CH2:10][C:11]1[CH:12]=[CH:13][CH:14]=[CH:15][CH:16]=1. (5) Given the reactants [CH2:1]([O:3][C:4]([C:6]1[C:15]2[C:10](=[CH:11][C:12]([C:16]#[CH:17])=[CH:13][CH:14]=2)[C:9]([CH3:19])([CH3:18])[CH2:8][C:7]=1[CH3:20])=[O:5])[CH3:2].[CH3:21][O:22][C:23](=[O:32])[CH2:24][C:25]1[CH:30]=[CH:29][C:28](I)=[CH:27][CH:26]=1.C(N(CC)CC)C.C(OCC)(=O)C, predict the reaction product. The product is: [CH2:1]([O:3][C:4]([C:6]1[C:15]2[C:10](=[CH:11][C:12]([C:16]#[C:17][C:28]3[CH:29]=[CH:30][C:25]([CH2:24][C:23]([O:22][CH3:21])=[O:32])=[CH:26][CH:27]=3)=[CH:13][CH:14]=2)[C:9]([CH3:19])([CH3:18])[CH2:8][C:7]=1[CH3:20])=[O:5])[CH3:2]. (6) Given the reactants [Br:1][C:2]1[CH:3]=[C:4]2[C:9](=[CH:10][C:11]=1[Cl:12])[N:8]=[C:7](Cl)[N:6]=[C:5]2[N:14]1[CH2:19][CH2:18][N:17]([C:20]([O:22][C:23]([CH3:26])([CH3:25])[CH3:24])=[O:21])[CH2:16][CH2:15]1.[NH3:27].CCO, predict the reaction product. The product is: [C:23]([O:22][C:20]([N:17]1[CH2:16][CH2:15][N:14]([C:5]2[C:4]3[C:9](=[CH:10][C:11]([Cl:12])=[C:2]([Br:1])[CH:3]=3)[N:8]=[C:7]([NH2:27])[N:6]=2)[CH2:19][CH2:18]1)=[O:21])([CH3:26])([CH3:25])[CH3:24].